The task is: Regression. Given a peptide amino acid sequence and an MHC pseudo amino acid sequence, predict their binding affinity value. This is MHC class II binding data.. This data is from Peptide-MHC class II binding affinity with 134,281 pairs from IEDB. (1) The peptide sequence is RPGLLIGFGLRTLWS. The MHC is HLA-DQA10201-DQB10303 with pseudo-sequence HLA-DQA10201-DQB10303. The binding affinity (normalized) is 0. (2) The peptide sequence is PGPVTAQVVLQAAIPLTSCGSS. The MHC is DRB1_0401 with pseudo-sequence DRB1_0401. The binding affinity (normalized) is 0.263. (3) The peptide sequence is DAQSALSQCRTFRGR. The MHC is DRB1_0101 with pseudo-sequence DRB1_0101. The binding affinity (normalized) is 0.723. (4) The peptide sequence is PANKHYIHCFRKPHD. The MHC is DRB1_0101 with pseudo-sequence DRB1_0101. The binding affinity (normalized) is 0.214. (5) The peptide sequence is RTLNKIVYIKPAKNI. The MHC is DRB1_0301 with pseudo-sequence DRB1_0301. The binding affinity (normalized) is 0.364. (6) The peptide sequence is ALEDDLLNRNNSFKP. The MHC is DRB1_0802 with pseudo-sequence DRB1_0802. The binding affinity (normalized) is 0. (7) The peptide sequence is IYEPEDLGNCLNKSD. The MHC is DRB1_0701 with pseudo-sequence DRB1_0701. The binding affinity (normalized) is 0.258. (8) The peptide sequence is EKKYFAATDFEPLAA. The MHC is HLA-DQA10501-DQB10301 with pseudo-sequence HLA-DQA10501-DQB10301. The binding affinity (normalized) is 0.320. (9) The peptide sequence is AASIIGILHLILWIL. The MHC is DRB3_0101 with pseudo-sequence DRB3_0101. The binding affinity (normalized) is 0.355. (10) The peptide sequence is VHITDDNEEPIA. The MHC is DRB1_1101 with pseudo-sequence DRB1_1101. The binding affinity (normalized) is 0.